Dataset: Full USPTO retrosynthesis dataset with 1.9M reactions from patents (1976-2016). Task: Predict the reactants needed to synthesize the given product. Given the product [F:1][C:2]1[CH:7]=[C:6]([C:27]2[CH:40]=[CH:39][CH:38]=[CH:37][C:28]=2[O:29][C:30]2[CH:35]=[CH:34][N:33]=[C:32]([NH2:36])[N:31]=2)[CH:5]=[CH:4][C:3]=1[C:17]1[CH:18]=[C:19]2[CH:25]=[CH:24][NH:23][C:20]2=[N:21][CH:22]=1, predict the reactants needed to synthesize it. The reactants are: [F:1][C:2]1[CH:7]=[C:6](B2OC(C)(C)C(C)(C)O2)[CH:5]=[CH:4][C:3]=1[C:17]1[CH:18]=[C:19]2[CH:25]=[CH:24][NH:23][C:20]2=[N:21][CH:22]=1.Br[C:27]1[CH:40]=[CH:39][CH:38]=[CH:37][C:28]=1[O:29][C:30]1[CH:35]=[CH:34][N:33]=[C:32]([NH2:36])[N:31]=1.